From a dataset of NCI-60 drug combinations with 297,098 pairs across 59 cell lines. Regression. Given two drug SMILES strings and cell line genomic features, predict the synergy score measuring deviation from expected non-interaction effect. Drug 1: C1CN1P(=S)(N2CC2)N3CC3. Drug 2: CC1=C(C(=O)C2=C(C1=O)N3CC4C(C3(C2COC(=O)N)OC)N4)N. Cell line: COLO 205. Synergy scores: CSS=38.9, Synergy_ZIP=-4.59, Synergy_Bliss=-2.52, Synergy_Loewe=-7.74, Synergy_HSA=-0.0757.